Dataset: Forward reaction prediction with 1.9M reactions from USPTO patents (1976-2016). Task: Predict the product of the given reaction. (1) Given the reactants O[C@@H:2]1[CH2:7][CH2:6][CH2:5][CH2:4][C@@H:3]1[NH:8][C:9](=[O:15])[O:10]C(C)(C)C.[H-].[Na+].[NH4+].[Cl-], predict the reaction product. The product is: [O:15]1[C@@H:2]2[CH2:7][CH2:6][CH2:5][CH2:4][C@@H:3]2[NH:8][C:9]1=[O:10]. (2) Given the reactants [Cl:1][C:2]1[N:7]=[C:6](Cl)[C:5]([NH2:9])=[C:4]([CH3:10])[N:3]=1, predict the reaction product. The product is: [Cl:1][C:2]1[N:3]=[C:4]([CH3:10])[C:5]([NH2:9])=[CH:6][N:7]=1. (3) Given the reactants [NH2:1][CH2:2][C:3]1[CH:4]=[CH:5][C:6]([NH2:12])=[N:7][C:8]=1[CH:9]1[CH2:11][CH2:10]1.[Cl:13][C:14]1[CH:15]=[N:16][C:17]2[C:22]([CH:23]=1)=[CH:21][C:20]([CH2:24][C:25]1[CH:26]=[C:27]([CH:31]=[CH:32][N:33]=1)[C:28](O)=[O:29])=[CH:19][CH:18]=2.C1C=CC2N(O)N=NC=2C=1.CCN=C=NCCCN(C)C, predict the reaction product. The product is: [NH2:12][C:6]1[N:7]=[C:8]([CH:9]2[CH2:11][CH2:10]2)[C:3]([CH2:2][NH:1][C:28](=[O:29])[C:27]2[CH:31]=[CH:32][N:33]=[C:25]([CH2:24][C:20]3[CH:21]=[C:22]4[C:17](=[CH:18][CH:19]=3)[N:16]=[CH:15][C:14]([Cl:13])=[CH:23]4)[CH:26]=2)=[CH:4][CH:5]=1.